From a dataset of Peptide-MHC class I binding affinity with 185,985 pairs from IEDB/IMGT. Regression. Given a peptide amino acid sequence and an MHC pseudo amino acid sequence, predict their binding affinity value. This is MHC class I binding data. (1) The peptide sequence is YMLMGFQLK. The MHC is HLA-A02:12 with pseudo-sequence HLA-A02:12. The binding affinity (normalized) is 0.0847. (2) The MHC is HLA-A02:19 with pseudo-sequence HLA-A02:19. The peptide sequence is MLAKYDHLV. The binding affinity (normalized) is 0.936. (3) The peptide sequence is MQFVDRFVV. The MHC is HLA-A02:01 with pseudo-sequence HLA-A02:01. The binding affinity (normalized) is 0.506. (4) The peptide sequence is MHYGYNRAN. The MHC is HLA-A02:11 with pseudo-sequence HLA-A02:11. The binding affinity (normalized) is 0.0847.